From a dataset of NCI-60 drug combinations with 297,098 pairs across 59 cell lines. Regression. Given two drug SMILES strings and cell line genomic features, predict the synergy score measuring deviation from expected non-interaction effect. Drug 1: CC(CN1CC(=O)NC(=O)C1)N2CC(=O)NC(=O)C2. Drug 2: C(CC(=O)O)C(=O)CN.Cl. Cell line: RPMI-8226. Synergy scores: CSS=46.5, Synergy_ZIP=-4.45, Synergy_Bliss=-3.25, Synergy_Loewe=-1.59, Synergy_HSA=1.52.